Dataset: Full USPTO retrosynthesis dataset with 1.9M reactions from patents (1976-2016). Task: Predict the reactants needed to synthesize the given product. (1) Given the product [CH2:1]([O:3][C:4]1[C:5]([CH2:17][O:34][C:21]2[CH:22]=[CH:23][C:24]([N:26]3[C:30]([CH3:31])=[C:29]([CH3:32])[C:28]([CH3:33])=[N:27]3)=[CH:25][C:20]=2[CH3:19])=[C:6]([N:10]2[C:14](=[O:15])[N:13]([CH3:16])[N:12]=[N:11]2)[CH:7]=[CH:8][CH:9]=1)[CH3:2], predict the reactants needed to synthesize it. The reactants are: [CH2:1]([O:3][C:4]1[C:5]([CH2:17]Br)=[C:6]([N:10]2[C:14](=[O:15])[N:13]([CH3:16])[N:12]=[N:11]2)[CH:7]=[CH:8][CH:9]=1)[CH3:2].[CH3:19][C:20]1[CH:25]=[C:24]([N:26]2[C:30]([CH3:31])=[C:29]([CH3:32])[C:28]([CH3:33])=[N:27]2)[CH:23]=[CH:22][C:21]=1[OH:34].C(=O)([O-])[O-].[K+].[K+]. (2) Given the product [CH3:1][C:2]1[CH:3]=[CH:4][C:5]([C:6]([N:8]2[CH2:13][CH2:12][CH2:11][C@@H:10]([NH:14][C:22](=[O:23])[C:21]3[CH:25]=[CH:26][C:18]([CH3:17])=[CH:19][CH:20]=3)[CH2:9]2)=[O:7])=[CH:15][CH:16]=1, predict the reactants needed to synthesize it. The reactants are: [CH3:1][C:2]1[CH:16]=[CH:15][C:5]([C:6]([N:8]2[CH2:13][CH2:12][CH2:11][C@@H:10]([NH2:14])[CH2:9]2)=[O:7])=[CH:4][CH:3]=1.[CH3:17][C:18]1[CH:26]=[CH:25][C:21]([C:22](Cl)=[O:23])=[CH:20][CH:19]=1.[OH-].[Na+]. (3) Given the product [Br:1][C:2]1[CH:3]=[C:4]([F:11])[C:5]([CH2:8][OH:9])=[N:6][CH:7]=1, predict the reactants needed to synthesize it. The reactants are: [Br:1][C:2]1[CH:3]=[C:4]([F:11])[C:5]([C:8](O)=[O:9])=[N:6][CH:7]=1.